Predict the product of the given reaction. From a dataset of Forward reaction prediction with 1.9M reactions from USPTO patents (1976-2016). (1) Given the reactants C(OC([N:11]1[CH2:16][CH2:15][CH:14]([C:17](=[N:19][OH:20])[CH3:18])[CH2:13][CH2:12]1)=O)C1C=CC=CC=1.[C:32]([O:31][C:29](O[C:29]([O:31][C:32]([CH3:35])([CH3:34])[CH3:33])=[O:30])=[O:30])([CH3:35])([CH3:34])[CH3:33].[H][H], predict the reaction product. The product is: [C:32]([O:31][C:29]([N:11]1[CH2:16][CH2:15][CH:14]([C:17](=[N:19][OH:20])[CH3:18])[CH2:13][CH2:12]1)=[O:30])([CH3:33])([CH3:34])[CH3:35]. (2) The product is: [N+:10]([C:5]1[CH:4]=[CH:3][C:2]([Cl:1])=[CH:9][C:6]=1[CH2:7][O:14][CH3:13])([O-:12])=[O:11]. Given the reactants [Cl:1][C:2]1[CH:3]=[CH:4][C:5]([N+:10]([O-:12])=[O:11])=[C:6]([CH:9]=1)[CH2:7]Br.[CH3:13][O-:14].[Na+], predict the reaction product. (3) The product is: [O:16]1[CH2:22][CH2:21][CH2:20][N:19]([CH2:23][CH2:24][NH:25][C:26]2[N:27]=[N+:28]([O-:39])[C:29]3[CH:38]=[C:37]4[C:33]([CH2:34][CH2:35][CH2:36]4)=[CH:32][C:30]=3[N+:31]=2[O-:4])[CH2:18][CH2:17]1. Given the reactants OO.C(OC(C(F)(F)F)=O)(C(F)(F)F)=[O:4].[O:16]1[CH2:22][CH2:21][CH2:20][N:19]([CH2:23][CH2:24][NH:25][C:26]2[N:27]=[N+:28]([O-:39])[C:29]3[CH:38]=[C:37]4[C:33]([CH2:34][CH2:35][CH2:36]4)=[CH:32][C:30]=3[N:31]=2)[CH2:18][CH2:17]1.C(O)(C(F)(F)F)=O, predict the reaction product. (4) Given the reactants Cl[C:2]1[CH:3]=[CH:4][C:5]2[C:14]3[N:13](CC4C=CC(OC)=CC=4OC)[C:12](=[O:26])[C:11]([C:27]([O:29]C)=[O:28])=[C:10]([OH:31])[C:9]=3[CH:8]([CH3:32])[CH2:7][C:6]=2[CH:33]=1.C(O[Na])(C)(C)C.[NH:40]1[CH2:44][CH2:43][CH2:42][CH2:41]1, predict the reaction product. The product is: [OH:31][C:10]1[C:9]2[CH:8]([CH3:32])[CH2:7][C:6]3[CH:33]=[C:2]([N:40]4[CH2:44][CH2:43][CH2:42][CH2:41]4)[CH:3]=[CH:4][C:5]=3[C:14]=2[NH:13][C:12](=[O:26])[C:11]=1[C:27]([OH:29])=[O:28]. (5) Given the reactants [NH:1]([C:13]([O:15][CH2:16][C:17]1[CH:22]=[CH:21][CH:20]=[CH:19][CH:18]=1)=[O:14])[C@H:2]([C:10](O)=[O:11])[CH2:3][C:4]1[CH:9]=[CH:8][CH:7]=[CH:6][CH:5]=1.C1C2C3C(=O)[N:32](O)C(=O)C3C1C=C2.CCN=C=NCCCN(C)C.Cl.N, predict the reaction product. The product is: [NH:1]([C:13]([O:15][CH2:16][C:17]1[CH:22]=[CH:21][CH:20]=[CH:19][CH:18]=1)=[O:14])[C@H:2]([C:10]([NH2:32])=[O:11])[CH2:3][C:4]1[CH:9]=[CH:8][CH:7]=[CH:6][CH:5]=1.